Task: Predict which catalyst facilitates the given reaction.. Dataset: Catalyst prediction with 721,799 reactions and 888 catalyst types from USPTO (1) Reactant: [CH3:1][O:2][C:3]1[CH:8]=[CH:7][CH:6]=[CH:5][C:4]=1[NH:9][C:10](=[O:27])[NH:11][C:12]1[CH:17]=[CH:16][C:15]([CH2:18][C:19]([O:21]C(C)(C)C)=[O:20])=[CH:14][C:13]=1[CH3:26].FC(F)(F)C(O)=O. Product: [CH3:1][O:2][C:3]1[CH:8]=[CH:7][CH:6]=[CH:5][C:4]=1[NH:9][C:10](=[O:27])[NH:11][C:12]1[CH:17]=[CH:16][C:15]([CH2:18][C:19]([OH:21])=[O:20])=[CH:14][C:13]=1[CH3:26]. The catalyst class is: 2. (2) Reactant: CS(O[CH:6]([C:24]1[CH:29]=[CH:28][CH:27]=[CH:26][C:25]=1[F:30])[CH2:7][N:8]1[C:16]2[CH:15]=[CH:14][C:13](Cl)=[CH:12][C:11]=2[C:10]2[CH2:18][CH2:19][N:20]([CH3:23])[CH2:21][CH2:22][C:9]1=2)(=O)=O.O. The catalyst class is: 19. Product: [F:30][C:25]1[CH:26]=[CH:27][CH:28]=[CH:29][C:24]=1[CH2:6][CH2:7][N:8]1[C:16]2[CH:15]=[CH:14][CH:13]=[CH:12][C:11]=2[C:10]2[CH2:18][CH2:19][N:20]([CH3:23])[CH2:21][CH2:22][C:9]1=2. (3) Reactant: [Cl:1][C:2]1[CH:16]=[C:15]([CH:17]([CH3:39])[C:18](=[O:38])[NH:19][CH2:20][C:21]2[C:22]([C:31]3[CH:32]=[C:33]([CH3:37])[CH:34]=[CH:35][CH:36]=3)=[N:23][C:24]([C:27]([F:30])([F:29])[F:28])=[CH:25][CH:26]=2)[CH:14]=[CH:13][C:3]=1[CH2:4][NH:5]C(=O)OC(C)(C)C.FC(F)(F)C(O)=O.C([O-])(O)=O.[Na+]. Product: [NH2:5][CH2:4][C:3]1[CH:13]=[CH:14][C:15]([CH:17]([CH3:39])[C:18]([NH:19][CH2:20][C:21]2[C:22]([C:31]3[CH:32]=[C:33]([CH3:37])[CH:34]=[CH:35][CH:36]=3)=[N:23][C:24]([C:27]([F:30])([F:28])[F:29])=[CH:25][CH:26]=2)=[O:38])=[CH:16][C:2]=1[Cl:1]. The catalyst class is: 4.